Dataset: NCI-60 drug combinations with 297,098 pairs across 59 cell lines. Task: Regression. Given two drug SMILES strings and cell line genomic features, predict the synergy score measuring deviation from expected non-interaction effect. Drug 1: C1=NC2=C(N=C(N=C2N1C3C(C(C(O3)CO)O)F)Cl)N. Drug 2: C(CN)CNCCSP(=O)(O)O. Cell line: TK-10. Synergy scores: CSS=10.1, Synergy_ZIP=0.324, Synergy_Bliss=5.07, Synergy_Loewe=-10.6, Synergy_HSA=2.45.